Dataset: Kir2.1 potassium channel HTS with 301,493 compounds. Task: Binary Classification. Given a drug SMILES string, predict its activity (active/inactive) in a high-throughput screening assay against a specified biological target. (1) The drug is s1c(C(N2CCN(CC2)C)C(NC(=O)Nc2ccccc2)C)ccc1. The result is 0 (inactive). (2) The compound is O(c1cc(NC(=O)CC(=O)C)ccc1)C. The result is 0 (inactive). (3) The compound is Clc1cc(NC(=O)NCC=C)c(OC)cc1. The result is 0 (inactive). (4) The molecule is S(=O)(=O)(Cc1ccc(C(=O)NC(c2ccc(n3ccnc3)cc2)C)cc1)C. The result is 0 (inactive). (5) The drug is S=C(N1CCOCC1)c1ccc(OC(=O)c2ccc(OC)cc2)cc1. The result is 0 (inactive). (6) The molecule is S\1C(C(=O)N(C1=N/N\C=C1\C(O)=CC(=O)C=C1)C)CC(O)=O. The result is 0 (inactive). (7) The drug is O=C1CC(Cc2nc(N3CCN(CC3)Cc3ccccc3)nc(c12)C)C. The result is 1 (active). (8) The drug is Clc1cc(NC(=O)N2CCCCCC2)ccc1. The result is 0 (inactive).